This data is from Full USPTO retrosynthesis dataset with 1.9M reactions from patents (1976-2016). The task is: Predict the reactants needed to synthesize the given product. (1) Given the product [Cl:23][C:24]1[CH:25]=[CH:26][C:27]([N:30]2[CH2:35][CH2:34][N:33]([CH2:21][CH2:20][CH2:19][C:10]3[CH:9]=[C:8]([C:5]4[CH:6]=[CH:7][C:2]([F:1])=[CH:3][CH:4]=4)[N:12]([C:13]4[CH:18]=[CH:17][CH:16]=[CH:15][CH:14]=4)[N:11]=3)[CH2:32][CH2:31]2)=[CH:28][CH:29]=1, predict the reactants needed to synthesize it. The reactants are: [F:1][C:2]1[CH:7]=[CH:6][C:5]([C:8]2[N:12]([C:13]3[CH:18]=[CH:17][CH:16]=[CH:15][CH:14]=3)[N:11]=[C:10]([CH2:19][CH2:20][CH:21]=O)[CH:9]=2)=[CH:4][CH:3]=1.[Cl:23][C:24]1[CH:29]=[CH:28][C:27]([N:30]2[CH2:35][CH2:34][NH:33][CH2:32][CH2:31]2)=[CH:26][CH:25]=1.CCN(C(C)C)C(C)C.[BH-](OC(C)=O)(OC(C)=O)OC(C)=O.[Na+]. (2) Given the product [NH2:1][C:2]1[O:24][C:23]2[C:14](=[C:15]([C:16]([O:18][CH3:19])=[O:17])[CH:20]=[C:21]([CH3:25])[CH:22]=2)[N:13]=1, predict the reactants needed to synthesize it. The reactants are: [N:1]1(C(N2C=CN=C2)N)C=CN=[CH:2]1.[NH2:13][C:14]1[C:23]([OH:24])=[CH:22][C:21]([CH3:25])=[CH:20][C:15]=1[C:16]([O:18][CH3:19])=[O:17]. (3) Given the product [F:24][C:25]1[CH:26]=[CH:27][C:28]([CH2:31][O:32][C:33]2[CH:38]=[N:37][N:36]([C:2]3[CH:3]=[CH:4][C:5]4[C:14]5[CH2:13][CH2:12][N:11]([C:15]([O:17][C:18]([CH3:21])([CH3:20])[CH3:19])=[O:16])[CH2:10][CH2:9][C:8]=5[N:7]([CH3:22])[C:6]=4[N:23]=3)[C:35](=[O:39])[CH:34]=2)=[N:29][CH:30]=1, predict the reactants needed to synthesize it. The reactants are: Br[C:2]1[CH:3]=[CH:4][C:5]2[C:14]3[CH2:13][CH2:12][N:11]([C:15]([O:17][C:18]([CH3:21])([CH3:20])[CH3:19])=[O:16])[CH2:10][CH2:9][C:8]=3[N:7]([CH3:22])[C:6]=2[N:23]=1.[F:24][C:25]1[CH:26]=[CH:27][C:28]([CH2:31][O:32][C:33]2[CH:38]=[N:37][NH:36][C:35](=[O:39])[CH:34]=2)=[N:29][CH:30]=1.C([O-])([O-])=O.[Cs+].[Cs+].OC1C=CC=C2C=1N=CC=C2. (4) Given the product [Cl:1][C:2]1[C:10]2[C:5](=[CH:6][C:7]([C:11]([NH:13][CH:14]([C:24]3[CH:29]=[CH:28][CH:27]=[CH:26][C:25]=3[Cl:30])[CH2:15][O:16][CH2:17][CH:18]3[CH2:23][CH2:22][N:21]([CH2:38][CH2:39][F:40])[CH2:20][CH2:19]3)=[O:12])=[CH:8][CH:9]=2)[NH:4][CH:3]=1, predict the reactants needed to synthesize it. The reactants are: [Cl:1][C:2]1[C:10]2[C:5](=[CH:6][C:7]([C:11]([NH:13][CH:14]([C:24]3[CH:29]=[CH:28][CH:27]=[CH:26][C:25]=3[Cl:30])[CH2:15][O:16][CH2:17][CH:18]3[CH2:23][CH2:22][NH:21][CH2:20][CH2:19]3)=[O:12])=[CH:8][CH:9]=2)[NH:4][CH:3]=1.C(=O)([O-])[O-].[K+].[K+].Br[CH2:38][CH2:39][F:40].O. (5) Given the product [NH:1]1[C:2]2=[CH:3][N:4]=[CH:5][CH:6]=[C:7]2[CH2:8][C:9]1=[O:11], predict the reactants needed to synthesize it. The reactants are: [NH2:1][C:2]1[CH:3]=[N:4][CH:5]=[CH:6][C:7]=1[CH2:8][C:9]([O:11]CC)=O. (6) Given the product [CH2:1]([S:8]([CH2:9][CH2:10][CH2:11][CH2:12][C:13]([C:15]1[O:16][C:17]([C:20]2[CH:25]=[CH:24][CH:23]=[CH:22][N:21]=2)=[CH:18][N:19]=1)=[O:14])=[O:34])[C:2]1[CH:7]=[CH:6][CH:5]=[CH:4][CH:3]=1, predict the reactants needed to synthesize it. The reactants are: [CH2:1]([S:8][CH2:9][CH2:10][CH2:11][CH2:12][C:13]([C:15]1[O:16][C:17]([C:20]2[CH:25]=[CH:24][CH:23]=[CH:22][N:21]=2)=[CH:18][N:19]=1)=[O:14])[C:2]1[CH:7]=[CH:6][CH:5]=[CH:4][CH:3]=1.C1C=C(Cl)C=C(C(OO)=[O:34])C=1.